Predict which catalyst facilitates the given reaction. From a dataset of Catalyst prediction with 721,799 reactions and 888 catalyst types from USPTO. Reactant: [H-].[Na+].[OH:3][CH2:4][C@H:5]1[CH2:10][CH2:9][CH2:8][N:7]([C:11]([O:13][C:14]([CH3:17])([CH3:16])[CH3:15])=[O:12])[CH2:6]1.[N+:18]([C:21]1[CH:28]=[CH:27][CH:26]=[C:25]([N+]([O-])=O)[C:22]=1[C:23]#[N:24])([O-:20])=[O:19]. Product: [C:23]([C:22]1[C:21]([N+:18]([O-:20])=[O:19])=[CH:28][CH:27]=[CH:26][C:25]=1[O:3][CH2:4][C@H:5]1[CH2:10][CH2:9][CH2:8][N:7]([C:11]([O:13][C:14]([CH3:17])([CH3:16])[CH3:15])=[O:12])[CH2:6]1)#[N:24]. The catalyst class is: 118.